Regression. Given two drug SMILES strings and cell line genomic features, predict the synergy score measuring deviation from expected non-interaction effect. From a dataset of NCI-60 drug combinations with 297,098 pairs across 59 cell lines. Drug 1: C1C(C(OC1N2C=NC3=C(N=C(N=C32)Cl)N)CO)O. Drug 2: CCCCCOC(=O)NC1=NC(=O)N(C=C1F)C2C(C(C(O2)C)O)O. Cell line: SNB-75. Synergy scores: CSS=3.00, Synergy_ZIP=0.327, Synergy_Bliss=2.60, Synergy_Loewe=-0.177, Synergy_HSA=-0.168.